From a dataset of HIV replication inhibition screening data with 41,000+ compounds from the AIDS Antiviral Screen. Binary Classification. Given a drug SMILES string, predict its activity (active/inactive) in a high-throughput screening assay against a specified biological target. (1) The drug is CC(C)=CCCC(C)C1=C(O)C(=O)C(C)=C(N)C1=O. The result is 0 (inactive). (2) The compound is N#CC(N)=C(C#N)NC(=O)C(=O)NC(C#N)=C(N)C#N. The result is 1 (active). (3) The molecule is CC(C)(C)C1CCC2c3c([nH]c4ccccc34)C3C(=O)N(c4ccc(Cl)cc4)C(=O)C3C2C1. The result is 0 (inactive). (4) The molecule is Br.O=C(O)CCCCCOc1cccnc1C=NNC1=NCCN1. The result is 0 (inactive). (5) The result is 0 (inactive). The molecule is Cc1ccccc1-n1c(N)c(-c2nc3ccccc3[nH]2)sc1=S. (6) The drug is Cc1nc(-c2ccccc2)cc2c1c(=O)oc1ccccc12. The result is 0 (inactive). (7) The compound is COc1ccc(-c2nnc3cc(C)n4nnnc4n23)cc1OC. The result is 0 (inactive). (8) The molecule is O=c1[nH]c(=O)n(CCOc2ccc(Cl)cc2)cc1Nc1ccccc1. The result is 0 (inactive). (9) The compound is Brc1ccccc1C1SCc2nc3ccccc3n21. The result is 0 (inactive).